Predict the product of the given reaction. From a dataset of Forward reaction prediction with 1.9M reactions from USPTO patents (1976-2016). (1) Given the reactants [CH2:1]([O:8][C:9]1[CH:10]=[C:11]([CH2:19][C:20]([OH:22])=[O:21])[CH:12]=[C:13]([C:15]([F:18])([F:17])[F:16])[CH:14]=1)[C:2]1[CH:7]=[CH:6][CH:5]=[CH:4][CH:3]=1.Cl.[CH3:24]O, predict the reaction product. The product is: [CH3:24][O:21][C:20](=[O:22])[CH2:19][C:11]1[CH:12]=[C:13]([C:15]([F:17])([F:18])[F:16])[CH:14]=[C:9]([O:8][CH2:1][C:2]2[CH:3]=[CH:4][CH:5]=[CH:6][CH:7]=2)[CH:10]=1. (2) Given the reactants [F:1][CH:2]([F:13])[C:3]1[CH:4]=[C:5]([CH:10]=[CH:11][N:12]=1)[C:6]([O:8][CH3:9])=[O:7], predict the reaction product. The product is: [F:13][CH:2]([F:1])[CH:3]1[CH2:4][CH:5]([C:6]([O:8][CH3:9])=[O:7])[CH2:10][CH2:11][NH:12]1. (3) Given the reactants [Cl:1][C:2]1[CH:7]=[C:6]([N:8]=[C:9]=[S:10])[CH:5]=[C:4]([C:11]([F:14])([F:13])[F:12])[C:3]=1[C:15]1[CH:20]=[CH:19][C:18]([S:21]([N:24]2[CH2:29][CH2:28][N:27]([CH3:30])[CH2:26][CH2:25]2)(=[O:23])=[O:22])=[CH:17][CH:16]=1.[N:31]#[C:32][NH2:33].[Na].[CH3:35]I, predict the reaction product. The product is: [Cl:1][C:2]1[CH:7]=[C:6]([NH:8][CH:9]([S:10][CH3:35])[NH:31][C:32]#[N:33])[CH:5]=[C:4]([C:11]([F:14])([F:13])[F:12])[C:3]=1[C:15]1[CH:16]=[CH:17][C:18]([S:21]([N:24]2[CH2:25][CH2:26][N:27]([CH3:30])[CH2:28][CH2:29]2)(=[O:22])=[O:23])=[CH:19][CH:20]=1.